This data is from Peptide-MHC class I binding affinity with 185,985 pairs from IEDB/IMGT. The task is: Regression. Given a peptide amino acid sequence and an MHC pseudo amino acid sequence, predict their binding affinity value. This is MHC class I binding data. (1) The peptide sequence is RDTWGTTQCL. The MHC is Mamu-B08 with pseudo-sequence Mamu-B08. The binding affinity (normalized) is 0.107. (2) The peptide sequence is DGFGVHLAF. The MHC is HLA-A03:01 with pseudo-sequence HLA-A03:01. The binding affinity (normalized) is 0.0847. (3) The peptide sequence is FPPTSFGPL. The MHC is HLA-A02:06 with pseudo-sequence HLA-A02:06. The binding affinity (normalized) is 0.